This data is from Reaction yield outcomes from USPTO patents with 853,638 reactions. The task is: Predict the reaction yield, written as a fraction of the theoretical maximum amount of product (1.0 means a 100% yield; for example, 0.34 means a 34% yield). (1) The reactants are [Cl:1][C:2]1[CH:3]=[C:4]2[C:12](=[C:13]([F:15])[CH:14]=1)[NH:11][C:10]1[C:9](=[O:16])[CH2:8][CH2:7][CH2:6][C:5]2=1.[C:17]([Si](C)(C)C)([F:20])([F:19])[F:18].[F-].[Cs+]. The catalyst is C1COCC1. The product is [Cl:1][C:2]1[CH:3]=[C:4]2[C:12](=[C:13]([F:15])[CH:14]=1)[NH:11][C:10]1[C:9]([C:17]([F:20])([F:19])[F:18])([OH:16])[CH2:8][CH2:7][CH2:6][C:5]2=1. The yield is 0.0800. (2) The product is [CH3:4][O:3][C:1]([C:5]1[NH:6][C:7]2[C:12]([C:13]=1[S:26][C:20]1[CH:21]=[CH:22][C:23]([F:25])=[CH:24][C:19]=1[F:18])=[CH:11][CH:10]=[C:9]([S:14]([CH3:17])(=[O:15])=[O:16])[CH:8]=2)=[O:2]. The yield is 0.880. The catalyst is FC(F)(F)C(O)C(F)(F)F. The reactants are [C:1]([C:5]1[NH:6][C:7]2[C:12]([CH:13]=1)=[CH:11][CH:10]=[C:9]([S:14]([CH3:17])(=[O:16])=[O:15])[CH:8]=2)([O:3][CH3:4])=[O:2].[F:18][C:19]1[CH:24]=[C:23]([F:25])[CH:22]=[CH:21][C:20]=1[SH:26].C1C=CC(I(OC(C(F)(F)F)=O)OC(C(F)(F)F)=O)=CC=1. (3) The reactants are [I-].[NH2:2][N+:3]1[CH:8]=[CH:7][CH:6]=[CH:5][CH:4]=1.[C:9]([O:14][CH2:15][CH3:16])(=[O:13])[C:10]#[C:11][CH3:12].C(=O)([O-])[O-].[K+].[K+]. The catalyst is CN(C)C=O.O.C(OCC)(=O)C.CCCCCC. The product is [CH3:12][C:11]1[C:10]([C:9]([O:14][CH2:15][CH3:16])=[O:13])=[C:4]2[CH:5]=[CH:6][CH:7]=[CH:8][N:3]2[N:2]=1. The yield is 0.370. (4) The reactants are [Br:1]Br.[Br:3][C:4]1[CH:9]=[C:8]([C:10](=[O:12])[CH3:11])[CH:7]=[CH:6][N:5]=1. The catalyst is Br.CC(O)=O.CCOCC. The product is [BrH:3].[Br:1][CH2:11][C:10]([C:8]1[CH:7]=[CH:6][N:5]=[C:4]([Br:3])[CH:9]=1)=[O:12]. The yield is 0.970. (5) The reactants are CN(C(ON1N=NC2C=CC=NC1=2)=[N+](C)C)C.F[P-](F)(F)(F)(F)F.[C:25]([O:29][C:30]([N:32]1[C@@:36]([CH3:40])([C:37]([OH:39])=O)[CH2:35][O:34][C:33]1([CH3:42])[CH3:41])=[O:31])([CH3:28])([CH3:27])[CH3:26].C(N(CC)C(C)C)(C)C.[CH2:52]([O:60][C:61]1[CH:70]=[CH:69][C:64]([C:65]([NH:67][NH2:68])=[O:66])=[CH:63][C:62]=1[C:71]([F:74])([F:73])[F:72])[CH2:53][CH2:54][CH2:55][CH2:56][CH2:57][CH2:58][CH3:59]. The catalyst is ClCCl.CN(C)C=O. The product is [CH3:41][C:33]1([CH3:42])[N:32]([C:30]([O:29][C:25]([CH3:26])([CH3:27])[CH3:28])=[O:31])[C@:36]([CH3:40])([C:37]([NH:68][NH:67][C:65](=[O:66])[C:64]2[CH:69]=[CH:70][C:61]([O:60][CH2:52][CH2:53][CH2:54][CH2:55][CH2:56][CH2:57][CH2:58][CH3:59])=[C:62]([C:71]([F:72])([F:74])[F:73])[CH:63]=2)=[O:39])[CH2:35][O:34]1. The yield is 1.08. (6) The reactants are [C:1]([O:5][C:6](=[O:14])[NH:7][C:8]1([C:11](=O)[NH2:12])[CH2:10][CH2:9]1)([CH3:4])([CH3:3])[CH3:2].COC1C=CC(P2(SP(C3C=CC(OC)=CC=3)(=S)S2)=[S:24])=CC=1. The catalyst is C1COCC1. The product is [C:1]([O:5][C:6](=[O:14])[NH:7][C:8]1([C:11](=[S:24])[NH2:12])[CH2:10][CH2:9]1)([CH3:4])([CH3:3])[CH3:2]. The yield is 0.800. (7) The reactants are Br[C:2]1[S:3][C:4]([C:10]2[N:14]=[CH:13][N:12]([CH:15]3[CH2:20][CH2:19][CH2:18][CH2:17][O:16]3)[N:11]=2)=[C:5]([Br:9])[C:6]=1[C:7]#[N:8].[CH3:21][O:22][C:23](=[O:35])[NH:24][C:25]1[CH:30]=[C:29]([Sn](C)(C)C)[CH:28]=[CH:27][N:26]=1.[Cl-].[Li+]. The catalyst is O1CCOCC1.CN(C=O)C.C(Cl)Cl.[Cu]I.C1C=CC([P]([Pt]([P](C2C=CC=CC=2)(C2C=CC=CC=2)C2C=CC=CC=2)([P](C2C=CC=CC=2)(C2C=CC=CC=2)C2C=CC=CC=2)[P](C2C=CC=CC=2)(C2C=CC=CC=2)C2C=CC=CC=2)(C2C=CC=CC=2)C2C=CC=CC=2)=CC=1. The product is [Br:9][C:5]1[C:6]([C:7]#[N:8])=[C:2]([C:29]2[CH:28]=[CH:27][N:26]=[C:25]([NH:24][C:23](=[O:35])[O:22][CH3:21])[CH:30]=2)[S:3][C:4]=1[C:10]1[N:14]=[CH:13][N:12]([CH:15]2[CH2:20][CH2:19][CH2:18][CH2:17][O:16]2)[N:11]=1. The yield is 0.778. (8) The reactants are C(OC([N:8]1[CH2:13][CH2:12][CH:11]([OH:14])[CH2:10][CH2:9]1)=O)(C)(C)C.[CH:15]1[C:20]([C:21]([F:24])([F:23])[F:22])=[CH:19][CH:18]=[C:17]([O:25][C:26]2[CH:31]=[CH:30][C:29](O)=[CH:28][CH:27]=2)[CH:16]=1.C1(P(C2C=CC=CC=2)C2C=CC=CC=2)C=CC=CC=1.N(C(OC(C)C)=O)=NC(OC(C)C)=O.[ClH:66]. The catalyst is C1COCC1.O1CCOCC1. The product is [ClH:66].[F:22][C:21]([F:23])([F:24])[C:20]1[CH:15]=[CH:16][C:17]([O:25][C:26]2[CH:31]=[CH:30][C:29]([O:14][CH:11]3[CH2:10][CH2:9][NH:8][CH2:13][CH2:12]3)=[CH:28][CH:27]=2)=[CH:18][CH:19]=1. The yield is 0.650. (9) The product is [C:16]([NH:15][CH2:14][CH2:13][CH:9]1[C:10]2[C:6](=[CH:5][CH:4]=[C:3]([NH:2][C:19](=[O:22])[CH2:20][CH3:21])[C:11]=2[OH:12])[CH2:7][CH2:8]1)(=[O:18])[CH3:17]. The reactants are Cl.[NH2:2][C:3]1[C:11]([OH:12])=[C:10]2[C:6]([CH2:7][CH2:8][CH:9]2[CH2:13][CH2:14][NH:15][C:16](=[O:18])[CH3:17])=[CH:5][CH:4]=1.[C:19](O[C:19](=[O:22])[CH2:20][CH3:21])(=[O:22])[CH2:20][CH3:21].O. The catalyst is N1C=CC=CC=1. The yield is 0.880.